This data is from Forward reaction prediction with 1.9M reactions from USPTO patents (1976-2016). The task is: Predict the product of the given reaction. The product is: [CH:1]1([NH:6][C:7]2[CH:12]=[C:11]([CH3:35])[N:10]3[N:13]=[C:14]([C:28]4[CH:29]=[CH:30][C:31]([F:34])=[CH:32][CH:33]=4)[C:15]([C:16]4[CH:21]=[CH:20][N:19]=[C:18]([NH:22][CH:23]5[CH2:24][CH2:25][CH2:26][CH2:27]5)[N:17]=4)=[C:9]3[CH:8]=2)[CH2:2][CH2:3][CH2:4][CH2:5]1. Given the reactants [CH:1]1([NH:6][C:7]2[CH:12]=[CH:11][N:10]3[N:13]=[C:14]([C:28]4[CH:33]=[CH:32][C:31]([F:34])=[CH:30][CH:29]=4)[C:15]([C:16]4[CH:21]=[CH:20][N:19]=[C:18]([NH:22][CH:23]5[CH2:27][CH2:26][CH2:25][CH2:24]5)[N:17]=4)=[C:9]3[CH:8]=2)[CH2:5][CH2:4][CH2:3][CH2:2]1.[CH2:35]([Li])CCC.IC, predict the reaction product.